This data is from Reaction yield outcomes from USPTO patents with 853,638 reactions. The task is: Predict the reaction yield, written as a fraction of the theoretical maximum amount of product (1.0 means a 100% yield; for example, 0.34 means a 34% yield). (1) The reactants are [Cl:1][C:2]1[CH:9]=[CH:8][C:5]([CH:6]=O)=[CH:4][C:3]=1[F:10].C(O)(=O)[CH2:12][C:13]([OH:15])=[O:14].N1C=CC=CC=1.Cl. No catalyst specified. The product is [Cl:1][C:2]1[CH:9]=[CH:8][C:5](/[CH:6]=[CH:12]/[C:13]([OH:15])=[O:14])=[CH:4][C:3]=1[F:10]. The yield is 0.927. (2) The reactants are [NH2:1][CH:2]1[CH2:7][CH2:6][N:5]([C:8]([O:10][C:11]([CH3:14])([CH3:13])[CH3:12])=[O:9])[CH2:4][CH2:3]1.[O:15]=[C:16]1[CH2:21][S:20][C:19]2[CH:22]=[CH:23][C:24]([CH:26]=O)=[N:25][C:18]=2[NH:17]1. No catalyst specified. The product is [O:15]=[C:16]1[CH2:21][S:20][C:19]2[CH:22]=[CH:23][C:24]([CH2:26][NH:1][CH:2]3[CH2:3][CH2:4][N:5]([C:8]([O:10][C:11]([CH3:14])([CH3:13])[CH3:12])=[O:9])[CH2:6][CH2:7]3)=[N:25][C:18]=2[NH:17]1. The yield is 1.00. (3) The reactants are C(OC([NH:8][CH2:9][C:10]1[N:11]([CH2:29][CH:30]([CH3:32])[CH3:31])[C:12](=[O:28])[C:13]2[C:18]([C:19]=1[C:20]1[S:21][CH:22]=[CH:23][CH:24]=1)=[CH:17][C:16]([C:25]([OH:27])=[O:26])=[CH:15][CH:14]=2)=O)(C)(C)C.[ClH:33]. The product is [ClH:33].[NH2:8][CH2:9][C:10]1[N:11]([CH2:29][CH:30]([CH3:32])[CH3:31])[C:12](=[O:28])[C:13]2[C:18]([C:19]=1[C:20]1[S:21][CH:22]=[CH:23][CH:24]=1)=[CH:17][C:16]([C:25]([OH:27])=[O:26])=[CH:15][CH:14]=2. The yield is 0.909. The catalyst is C(OCC)(=O)C. (4) The yield is 0.447. The reactants are Br[C:2]1[N:7]=[C:6]([C@:8]2([CH3:27])[C@@H:13]([F:14])[C@@H:12]([C:15]([F:18])([F:17])[F:16])[O:11][C:10]([NH:19][C:20](=[O:26])[O:21][C:22]([CH3:25])([CH3:24])[CH3:23])=[N:9]2)[C:5]([F:28])=[CH:4][CH:3]=1.[N-:29]=[N+]=[N-].[Na+].O=C1O[C@H]([C@H](CO)O)C([O-])=C1O.[Na+].CN[C@@H]1CCCC[C@H]1NC.C([O-])(O)=O.[Na+]. The product is [NH2:29][C:2]1[N:7]=[C:6]([C@:8]2([CH3:27])[C@@H:13]([F:14])[C@@H:12]([C:15]([F:18])([F:17])[F:16])[O:11][C:10]([NH:19][C:20](=[O:26])[O:21][C:22]([CH3:25])([CH3:24])[CH3:23])=[N:9]2)[C:5]([F:28])=[CH:4][CH:3]=1. The catalyst is O1CCOCC1.[Cu]I.O. (5) The reactants are [CH2:1]([O:5][C:6]1[C:30]([O:31][CH3:32])=[CH:29][CH:28]=[CH:27][C:7]=1[CH2:8][N:9]([CH3:26])[C:10](=[O:25])/[CH:11]=[CH:12]/[C:13]1[CH:24]=[N:23][C:16]2[NH:17][C:18](=[O:22])[CH2:19][NH:20][CH2:21][C:15]=2[CH:14]=1)[CH:2]([CH3:4])[CH3:3].[ClH:33]. The catalyst is C(Cl)Cl.C(OCC)C. The product is [ClH:33].[CH2:1]([O:5][C:6]1[C:30]([O:31][CH3:32])=[CH:29][CH:28]=[CH:27][C:7]=1[CH2:8][N:9]([CH3:26])[C:10](=[O:25])/[CH:11]=[CH:12]/[C:13]1[CH:24]=[N:23][C:16]2[NH:17][C:18](=[O:22])[CH2:19][NH:20][CH2:21][C:15]=2[CH:14]=1)[CH:2]([CH3:4])[CH3:3]. The yield is 0.450. (6) The reactants are [N+:1]([C:4]1[CH:5]=[C:6]([CH:9]=[CH:10][CH:11]=1)[CH:7]=O)([O-:3])=[O:2].[CH3:12][O:13][C:14]1[CH:15]=[C:16]([CH:20]=[CH:21][C:22]=1[O:23][CH3:24])[CH2:17][C:18]#[N:19]. No catalyst specified. The product is [CH3:12][O:13][C:14]1[CH:15]=[C:16](/[C:17](=[CH:7]/[C:6]2[CH:9]=[CH:10][CH:11]=[C:4]([N+:1]([O-:3])=[O:2])[CH:5]=2)/[C:18]#[N:19])[CH:20]=[CH:21][C:22]=1[O:23][CH3:24]. The yield is 0.970.